From a dataset of Full USPTO retrosynthesis dataset with 1.9M reactions from patents (1976-2016). Predict the reactants needed to synthesize the given product. (1) Given the product [CH2:1]([O:4][NH:5][C@@H:18]1[C:23]([CH3:24])=[CH:22][C@@H:21]([CH2:25][O:26][Si:27]([C:30]([CH3:33])([CH3:32])[CH3:31])([CH3:28])[CH3:29])[NH:20][CH2:19]1)[CH:2]=[CH2:3], predict the reactants needed to synthesize it. The reactants are: [CH2:1]([O:4][N:5]([C@@H:18]1[C:23]([CH3:24])=[CH:22][C@@H:21]([CH2:25][O:26][Si:27]([C:30]([CH3:33])([CH3:32])[CH3:31])([CH3:29])[CH3:28])[NH:20][CH2:19]1)S(C1C=CC=CC=1[N+]([O-])=O)(=O)=O)[CH:2]=[CH2:3].C(=O)([O-])[O-].[K+].[K+].C1(S)C=CC=CC=1. (2) Given the product [OH:16][C:17]1[C:30]2[C:29](=[O:31])[C:28]3[C:23](=[CH:24][CH:25]=[CH:26][CH:27]=3)[NH:22][C:21]=2[CH:20]=[C:19]([O:6][S:3]([C:2]([F:15])([F:14])[F:1])(=[O:5])=[O:4])[CH:18]=1, predict the reactants needed to synthesize it. The reactants are: [F:1][C:2]([F:15])([F:14])[S:3]([O:6]S(C(F)(F)F)(=O)=O)(=[O:5])=[O:4].[OH:16][C:17]1[C:30]2[C:29](=[O:31])[C:28]3[C:23](=[CH:24][CH:25]=[CH:26][CH:27]=3)[NH:22][C:21]=2[CH:20]=[C:19](O)[CH:18]=1.N1C(C)=CC=CC=1C. (3) The reactants are: CC.[Cl:3][C:4]1[CH:5]=[CH:6][C:7]([F:39])=[C:8]([C:10]2[CH:15]=[CH:14][C:13]([CH2:16][N:17]([CH2:33][C@@H:34]([OH:38])[C:35]([OH:37])=[O:36])[NH:18][C:19]([C:21]3[O:25][N:24]=[C:23]([C:26]4[CH:31]=[CH:30][CH:29]=[CH:28][C:27]=4[F:32])[CH:22]=3)=[O:20])=[CH:12][CH:11]=2)[CH:9]=1.CCN([CH2:45][CH3:46])CC.C[C:48](C)=[O:49]. Given the product [CH3:48][O:49][CH2:45][CH2:46][O:36][C:35](=[O:37])[C@H:34]([OH:38])[CH2:33][N:17]([CH2:16][C:13]1[CH:14]=[CH:15][C:10]([C:8]2[CH:9]=[C:4]([Cl:3])[CH:5]=[CH:6][C:7]=2[F:39])=[CH:11][CH:12]=1)[NH:18][C:19]([C:21]1[O:25][N:24]=[C:23]([C:26]2[CH:31]=[CH:30][CH:29]=[CH:28][C:27]=2[F:32])[CH:22]=1)=[O:20], predict the reactants needed to synthesize it. (4) Given the product [CH3:11][O:10][C:3]1[C:4](=[O:9])[N:5]([CH3:8])[N:6]=[CH:7][C:2]=1[C:19]1[C:14]([O:13][CH3:12])=[N:15][C:16]([C:23]([F:26])([F:24])[F:25])=[CH:17][CH:18]=1, predict the reactants needed to synthesize it. The reactants are: Cl[C:2]1[CH:7]=[N:6][N:5]([CH3:8])[C:4](=[O:9])[C:3]=1[O:10][CH3:11].[CH3:12][O:13][C:14]1[C:19](B(O)O)=[CH:18][CH:17]=[C:16]([C:23]([F:26])([F:25])[F:24])[N:15]=1.P([O-])([O-])([O-])=O.[K+].[K+].[K+].C(O)(C)(C)C. (5) Given the product [CH3:18][O:19][C:20]1[CH:25]=[CH:24][C:23]([N:26]([CH3:27])[C:15]([CH:5]2[C:14]3[C:9](=[CH:10][CH:11]=[CH:12][CH:13]=3)[CH2:8][CH2:7][CH2:6]2)=[O:17])=[CH:22][CH:21]=1, predict the reactants needed to synthesize it. The reactants are: O=S(Cl)Cl.[CH:5]1([C:15]([OH:17])=O)[C:14]2[C:9](=[CH:10][CH:11]=[CH:12][CH:13]=2)[CH2:8][CH2:7][CH2:6]1.[CH3:18][O:19][C:20]1[CH:25]=[CH:24][C:23]([NH:26][CH3:27])=[CH:22][CH:21]=1. (6) Given the product [NH:40]1[C:41]2[CH:46]=[CH:45][CH:44]=[CH:43][C:42]=2[N:47]=[C:12]1[C@@H:11]([NH:10][C:8](=[O:9])[O:7][C:3]([CH3:6])([CH3:5])[CH3:4])[CH2:15][C:16]1[CH:21]=[CH:20][C:19]([O:22][CH3:23])=[CH:18][CH:17]=1, predict the reactants needed to synthesize it. The reactants are: N#N.[C:3]([O:7][C:8]([NH:10][C@@H:11]([CH2:15][C:16]1[CH:21]=[CH:20][C:19]([O:22][CH3:23])=[CH:18][CH:17]=1)[C:12](O)=O)=[O:9])([CH3:6])([CH3:5])[CH3:4].C(N1CCOCC1)C.CN(C(O[N:40]1N=[N:47][C:42]2[CH:43]=[CH:44][CH:45]=[CH:46][C:41]1=2)=[N+](C)C)C.[B-](F)(F)(F)F.C1(N)C=CC=CC=1N. (7) The reactants are: BrC1C(=O)C(C(O)=O)=CN(C(C)C)C=1C.[Br:16][C:17]1[C:18](=[O:32])[C:19]([C:29]([OH:31])=O)=[CH:20][N:21]([CH:24]([CH2:27][CH3:28])[CH2:25][CH3:26])[C:22]=1[CH3:23].Cl.CS(C1C=CC(CN)=CC=1)(=O)=O.[CH3:46][S:47]([C:50]1[CH:51]=[CH:52][C:53]([CH2:56][NH2:57])=[N:54][CH:55]=1)(=[O:49])=[O:48].BrBr. Given the product [CH3:46][S:47]([C:50]1[CH:51]=[CH:52][C:53]([CH2:56][NH:57][C:29]([C:19]2[C:18](=[O:32])[C:17]([Br:16])=[C:22]([CH3:23])[N:21]([CH:24]([CH2:25][CH3:26])[CH2:27][CH3:28])[CH:20]=2)=[O:31])=[N:54][CH:55]=1)(=[O:49])=[O:48], predict the reactants needed to synthesize it.